From a dataset of Full USPTO retrosynthesis dataset with 1.9M reactions from patents (1976-2016). Predict the reactants needed to synthesize the given product. Given the product [NH2:1][C:2]1[C:11]([NH2:12])=[CH:10][C:9]([Br:15])=[CH:8][C:3]=1[C:4]([O:6][CH3:7])=[O:5], predict the reactants needed to synthesize it. The reactants are: [NH2:1][C:2]1[C:11]([N+:12]([O-])=O)=[CH:10][C:9]([Br:15])=[CH:8][C:3]=1[C:4]([O:6][CH3:7])=[O:5].[Cl-].[NH4+].